Dataset: Reaction yield outcomes from USPTO patents with 853,638 reactions. Task: Predict the reaction yield, written as a fraction of the theoretical maximum amount of product (1.0 means a 100% yield; for example, 0.34 means a 34% yield). (1) The yield is 0.250. The catalyst is COCCOC.CN(C)C=O.C1C=CC(P(C2C=CC=CC=2)C2C=CC=CC=2)=CC=1.C1C=CC(P(C2C=CC=CC=2)C2C=CC=CC=2)=CC=1.C1C=CC(P(C2C=CC=CC=2)C2C=CC=CC=2)=CC=1.C1C=CC(P(C2C=CC=CC=2)C2C=CC=CC=2)=CC=1.[Pd].C1C=CC(P(C2C=CC=CC=2)[C-]2C=CC=C2)=CC=1.C1C=CC(P(C2C=CC=CC=2)[C-]2C=CC=C2)=CC=1.Cl[Pd]Cl.[Fe+2]. The product is [Cl:1][C:2]1[CH:3]=[CH:4][C:5]2[C:14]3[C:9](=[CH:10][C:11]([C:27]4[CH:26]=[CH:48][C:30]5[N:31]=[C:32]([C@H:34]6[CH:39]7[CH2:40][C@H:36]([CH2:37][CH2:38]7)[N:35]6[C:41]([O:43][C:44]([CH3:46])([CH3:45])[CH3:47])=[O:42])[NH:33][C:29]=5[CH:28]=4)=[CH:12][CH:13]=3)[O:8][CH2:7][C:6]=2[CH:24]=1. The reactants are [Cl:1][C:2]1[CH:3]=[CH:4][C:5]2[C:14]3[C:9](=[CH:10][C:11](B4OC(C)(C)C(C)(C)O4)=[CH:12][CH:13]=3)[O:8][CH2:7][C:6]=2[CH:24]=1.Br[C:26]1[CH:27]=[CH:28][C:29]2[N:33]=[C:32]([C@@H:34]3[C@@H:39]4[CH2:40][C@@H:36]([CH2:37][CH2:38]4)[N:35]3[C:41]([O:43][C:44]([CH3:47])([CH3:46])[CH3:45])=[O:42])[NH:31][C:30]=2[CH:48]=1.C(=O)([O-])[O-].[K+].[K+]. (2) The reactants are C(O[C:4](=O)[C:5](=[CH:11][NH:12][C:13]1[N:14]([CH2:18][C:19]2[CH:24]=[CH:23][CH:22]=[CH:21][CH:20]=2)[N:15]=[CH:16][CH:17]=1)[C:6]([O:8][CH2:9][CH3:10])=[O:7])C.O=P(Cl)(Cl)[Cl:28]. No catalyst specified. The product is [CH2:9]([O:8][C:6]([C:5]1[C:4]([Cl:28])=[C:17]2[CH:16]=[N:15][N:14]([CH2:18][C:19]3[CH:20]=[CH:21][CH:22]=[CH:23][CH:24]=3)[C:13]2=[N:12][CH:11]=1)=[O:7])[CH3:10]. The yield is 0.650. (3) The reactants are [C:1]([C:3]1[CH:4]=[C:5]([NH:9][C:10](=[O:33])[NH:11][C:12]2[CH:17]=[CH:16][C:15]([S:18]([NH:21][CH2:22][C:23]3[CH:28]=[CH:27][C:26]([S:29](=[O:32])(=[O:31])[NH2:30])=[CH:25][CH:24]=3)(=[O:20])=[O:19])=[CH:14][CH:13]=2)[CH:6]=[CH:7][CH:8]=1)#[N:2].[N:34]1([C:40](=[O:43])[CH2:41][CH3:42])[CH2:39][CH2:38][NH:37][CH2:36][CH2:35]1. No catalyst specified. The product is [NH:2]=[C:1]([N:37]1[CH2:38][CH2:39][N:34]([C:40](=[O:43])[CH2:41][CH3:42])[CH2:35][CH2:36]1)[C:3]1[CH:4]=[C:5]([NH:9][C:10](=[O:33])[NH:11][C:12]2[CH:17]=[CH:16][C:15]([S:18]([NH:21][CH2:22][C:23]3[CH:28]=[CH:27][C:26]([S:29](=[O:32])(=[O:31])[NH2:30])=[CH:25][CH:24]=3)(=[O:20])=[O:19])=[CH:14][CH:13]=2)[CH:6]=[CH:7][CH:8]=1. The yield is 0.160. (4) The reactants are [CH2:1]1[CH:3]([N:4]2[C:14]3[C:9](=[CH:10][C:11]([F:21])=[C:12]([N:15]4[CH2:20][CH2:19][NH:18][CH2:17][CH2:16]4)[CH:13]=3)[C:7](=[O:8])[C:6]([C:22]([OH:24])=[O:23])=[CH:5]2)[CH2:2]1.O.[ClH:26]. The catalyst is C(O)C. The product is [CH:10]1[C:9]2[C:7](=[O:8])[C:6]([C:22]([OH:24])=[O:23])=[CH:5][N:4]([CH:3]3[CH2:2][CH2:1]3)[C:14]=2[CH:13]=[C:12]([N:15]2[CH2:16][CH2:17][NH:18][CH2:19][CH2:20]2)[C:11]=1[F:21].[ClH:26]. The yield is 0.880. (5) The catalyst is C(O)C. The product is [CH2:27]([O:30][CH2:31][NH:1][C:2]1[CH:23]=[CH:22][C:5]([C:6]([NH:8][CH2:9][C:10]2[S:11][C:12]([O:15][C:16]3[CH:21]=[CH:20][CH:19]=[CH:18][CH:17]=3)=[CH:13][CH:14]=2)=[O:7])=[CH:4][N:3]=1)[CH3:28]. The yield is 0.661. The reactants are [NH2:1][C:2]1[CH:23]=[CH:22][C:5]([C:6]([NH:8][CH2:9][C:10]2[S:11][C:12]([O:15][C:16]3[CH:21]=[CH:20][CH:19]=[CH:18][CH:17]=3)=[CH:13][CH:14]=2)=[O:7])=[CH:4][N:3]=1.C=O.O.[C:27]([O:30][CH2:31]C)(=O)[CH3:28]. (6) The reactants are C([O:8][C:9]([C@H:11]1[CH2:15][CH2:14][CH2:13][N:12]1[C:16](=[O:44])[CH:17]([O:42][CH3:43])[CH2:18][CH2:19][CH2:20][CH2:21][CH:22]([O:40][CH3:41])[C:23]([N:25]1[CH2:29][CH2:28][CH2:27][C@@H:26]1[C:30]([O:32]CC1C=CC=CC=1)=[O:31])=[O:24])=[O:10])C1C=CC=CC=1. The catalyst is CO.[Pd]. The product is [C:30]([C@H:26]1[CH2:27][CH2:28][CH2:29][N:25]1[C:23](=[O:24])[CH:22]([O:40][CH3:41])[CH2:21][CH2:20][CH2:19][CH2:18][CH:17]([O:42][CH3:43])[C:16]([N:12]1[CH2:13][CH2:14][CH2:15][C@@H:11]1[C:9]([OH:10])=[O:8])=[O:44])([OH:32])=[O:31]. The yield is 0.840. (7) The reactants are C[C:2]1[CH:6]=[C:5]([N:7]2[CH2:11][CH2:10][N:9](CCOC3C=CC=CC=3)[C:8]2=O)SC=1C(O)=O.[F:25][C:26]1[CH:47]=[CH:46][C:29]([CH2:30][N:31]2[CH2:35][CH2:34][N:33]([C:36]3[S:40][C:39]([C:41]([OH:43])=O)=[C:38]([CH3:44])[CH:37]=3)[C:32]2=[O:45])=[CH:28][CH:27]=1.CN1C=CC=C1CN. No catalyst specified. The product is [F:25][C:26]1[CH:47]=[CH:46][C:29]([CH2:30][N:31]2[CH2:35][CH2:34][N:33]([C:36]3[S:40][C:39]([C:41]([NH:9][CH2:10][C:11]4[N:7]([CH3:8])[CH:5]=[CH:6][CH:2]=4)=[O:43])=[C:38]([CH3:44])[CH:37]=3)[C:32]2=[O:45])=[CH:28][CH:27]=1. The yield is 0.260.